From a dataset of NCI-60 drug combinations with 297,098 pairs across 59 cell lines. Regression. Given two drug SMILES strings and cell line genomic features, predict the synergy score measuring deviation from expected non-interaction effect. Drug 1: CC(C1=C(C=CC(=C1Cl)F)Cl)OC2=C(N=CC(=C2)C3=CN(N=C3)C4CCNCC4)N. Drug 2: C(CN)CNCCSP(=O)(O)O. Cell line: M14. Synergy scores: CSS=-2.29, Synergy_ZIP=1.81, Synergy_Bliss=-0.0887, Synergy_Loewe=-3.75, Synergy_HSA=-3.59.